This data is from Reaction yield outcomes from USPTO patents with 853,638 reactions. The task is: Predict the reaction yield, written as a fraction of the theoretical maximum amount of product (1.0 means a 100% yield; for example, 0.34 means a 34% yield). (1) The reactants are [CH3:1][O:2][C:3]([CH3:5])=[CH2:4].N1C=CC=CC=1.[F:12][C:13]([F:24])([F:23])[C:14](O[C:14](=[O:15])[C:13]([F:24])([F:23])[F:12])=[O:15]. The catalyst is ClCCl. The product is [CH3:1][O:2][C:3]([CH3:5])=[CH:4][C:14](=[O:15])[C:13]([F:24])([F:23])[F:12]. The yield is 0.650. (2) The reactants are [Cl:1][C:2]1[CH:3]=[CH:4][C:5]([N:13]2[CH2:18][CH2:17][N:16]([CH2:19][C:20]([C:22]3[CH:23]=[CH:24][C:25]4[O:30][CH2:29][C:28](=[O:31])[NH:27][C:26]=4[CH:32]=3)=[O:21])[CH2:15][CH2:14]2)=[C:6]2[C:11]=1[N:10]=[C:9]([CH3:12])[CH:8]=[CH:7]2.[BH4-].[Na+]. The catalyst is CO. The product is [ClH:1].[Cl:1][C:2]1[CH:3]=[CH:4][C:5]([N:13]2[CH2:14][CH2:15][N:16]([CH2:19][CH:20]([C:22]3[CH:23]=[CH:24][C:25]4[O:30][CH2:29][C:28](=[O:31])[NH:27][C:26]=4[CH:32]=3)[OH:21])[CH2:17][CH2:18]2)=[C:6]2[C:11]=1[N:10]=[C:9]([CH3:12])[CH:8]=[CH:7]2. The yield is 0.840. (3) The reactants are [CH2:1]([O:3][C:4]([C:6]1[O:7][C:8]2[CH:15]=[CH:14][C:13]([Cl:16])=[CH:12][C:9]=2[C:10]=1[NH2:11])=[O:5])[CH3:2].Cl[C:18]([O:20][CH2:21][CH3:22])=[O:19].C([O-])([O-])=O.[K+].[K+]. The yield is 1.00. The catalyst is C1C=CC=CC=1. The product is [CH2:1]([O:3][C:4]([C:6]1[O:7][C:8]2[CH:15]=[CH:14][C:13]([Cl:16])=[CH:12][C:9]=2[C:10]=1[NH:11][C:18]([O:20][CH2:21][CH3:22])=[O:19])=[O:5])[CH3:2]. (4) The reactants are [Br:1][C:2]1[CH:7]=[CH:6][C:5]([CH3:8])=[CH:4][C:3]=1[N+:9]([O-])=O.O.O.[Sn](Cl)(Cl)(Cl)Cl. No catalyst specified. The product is [Br:1][C:2]1[CH:7]=[CH:6][C:5]([CH3:8])=[CH:4][C:3]=1[NH2:9]. The yield is 0.940. (5) The reactants are [Cl:1][C:2]1[CH:3]=[C:4]([C:8]2[N:13]=[C:12]3[CH2:14][CH2:15][CH2:16][C:11]3=[C:10]([NH:17][C:18]3[CH:27]=[CH:26][C:21]([C:22]([O:24]C)=[O:23])=[CH:20][CH:19]=3)[CH:9]=2)[CH:5]=[CH:6][CH:7]=1.[Li+].[OH-].O.C1COCC1.Cl. The catalyst is CO.O. The product is [Cl:1][C:2]1[CH:3]=[C:4]([C:8]2[N:13]=[C:12]3[CH2:14][CH2:15][CH2:16][C:11]3=[C:10]([NH:17][C:18]3[CH:19]=[CH:20][C:21]([C:22]([OH:24])=[O:23])=[CH:26][CH:27]=3)[CH:9]=2)[CH:5]=[CH:6][CH:7]=1. The yield is 0.250. (6) The reactants are [F:1][C:2]1[CH:7]=[C:6]([C:8]([OH:11])([CH3:10])[CH3:9])[CH:5]=[C:4]([F:12])[C:3]=1[C:13]1[N:18]=[C:17]([C:19]([O:21]C)=[O:20])[CH:16]=[CH:15][C:14]=1[F:23].C1COCC1.[OH-].[Na+]. The catalyst is CO. The product is [F:1][C:2]1[CH:7]=[C:6]([C:8]([OH:11])([CH3:10])[CH3:9])[CH:5]=[C:4]([F:12])[C:3]=1[C:13]1[N:18]=[C:17]([C:19]([OH:21])=[O:20])[CH:16]=[CH:15][C:14]=1[F:23]. The yield is 0.208. (7) The reactants are [NH2:1][C:2]1[C:3]([Cl:16])=[CH:4][CH:5]=[C:6]2[C:10]=1[NH:9][C:8]([C:11]([O:13][CH2:14][CH3:15])=[O:12])=[CH:7]2.[S:17]1[CH:21]=[CH:20][CH:19]=[C:18]1[S:22](Cl)(=[O:24])=[O:23]. The catalyst is N1C=CC=CC=1. The product is [Cl:16][C:3]1[C:2]([NH:1][S:22]([C:18]2[S:17][CH:21]=[CH:20][CH:19]=2)(=[O:24])=[O:23])=[C:10]2[C:6]([CH:7]=[C:8]([C:11]([O:13][CH2:14][CH3:15])=[O:12])[NH:9]2)=[CH:5][CH:4]=1. The yield is 0.850.